Dataset: Merck oncology drug combination screen with 23,052 pairs across 39 cell lines. Task: Regression. Given two drug SMILES strings and cell line genomic features, predict the synergy score measuring deviation from expected non-interaction effect. Synergy scores: synergy=25.7. Cell line: VCAP. Drug 2: NC1CCCCC1N.O=C(O)C(=O)O.[Pt+2]. Drug 1: CN1C(=O)C=CC2(C)C3CCC4(C)C(NC(=O)OCC(F)(F)F)CCC4C3CCC12.